This data is from Forward reaction prediction with 1.9M reactions from USPTO patents (1976-2016). The task is: Predict the product of the given reaction. (1) Given the reactants [N+:1]([C:4]1[CH:9]=[CH:8][C:7]([NH2:10])=[C:6]([C:11]([F:14])([F:13])[F:12])[CH:5]=1)([O-:3])=[O:2].[Cl:15]N1C(=O)CCC1=O.C(OCC)(=O)C, predict the reaction product. The product is: [Cl:15][C:8]1[CH:9]=[C:4]([N+:1]([O-:3])=[O:2])[CH:5]=[C:6]([C:11]([F:12])([F:13])[F:14])[C:7]=1[NH2:10]. (2) Given the reactants [SH:1][CH:2]1[CH2:7][CH2:6][O:5][C:3]1=[O:4].[I:8][CH2:9][CH2:10][CH2:11]I.C(N(CC)CC)C, predict the reaction product. The product is: [I:8][CH2:9][CH2:10][CH2:11][S:1][CH:2]1[CH2:7][CH2:6][O:5][C:3]1=[O:4].